This data is from Full USPTO retrosynthesis dataset with 1.9M reactions from patents (1976-2016). The task is: Predict the reactants needed to synthesize the given product. (1) Given the product [ClH:27].[CH2:2]([N:4]([C:16]([C:18]1[CH:23]=[CH:22][N:21]=[CH:20][CH:19]=1)=[O:17])[C:5]1[C:6]([O:14][CH3:15])=[C:7]([CH:11]=[CH:12][CH:13]=1)[C:8]([Cl:1])=[O:9])[CH3:3], predict the reactants needed to synthesize it. The reactants are: [ClH:1].[CH2:2]([N:4]([C:16]([C:18]1[CH:23]=[CH:22][N:21]=[CH:20][CH:19]=1)=[O:17])[C:5]1[C:6]([O:14][CH3:15])=[C:7]([CH:11]=[CH:12][CH:13]=1)[C:8](O)=[O:9])[CH3:3].C(Cl)(=O)C([Cl:27])=O. (2) Given the product [CH2:14]([O:21][C:22]([N:24]([CH2:26][CH:27]=[O:28])[CH3:25])=[O:23])[C:15]1[CH:20]=[CH:19][CH:18]=[CH:17][CH:16]=1, predict the reactants needed to synthesize it. The reactants are: CS(C)=O.CCN(C(C)C)C(C)C.[CH2:14]([O:21][C:22]([N:24]([CH2:26][CH2:27][OH:28])[CH3:25])=[O:23])[C:15]1[CH:20]=[CH:19][CH:18]=[CH:17][CH:16]=1. (3) Given the product [F:1][C:2]1[CH:3]=[C:4]([C@H:8]2[CH2:12][C:11](=[O:13])[CH2:10][N:9]2[C:14]([O:16][C:17]([CH3:20])([CH3:19])[CH3:18])=[O:15])[CH:5]=[CH:6][CH:7]=1, predict the reactants needed to synthesize it. The reactants are: [F:1][C:2]1[CH:3]=[C:4]([C@H:8]2[CH2:12][C@@H:11]([OH:13])[CH2:10][N:9]2[C:14]([O:16][C:17]([CH3:20])([CH3:19])[CH3:18])=[O:15])[CH:5]=[CH:6][CH:7]=1.CC(OI1(OC(C)=O)(OC(C)=O)OC(=O)C2C=CC=CC1=2)=O.[OH-].[Na+].